From a dataset of Peptide-MHC class I binding affinity with 185,985 pairs from IEDB/IMGT. Regression. Given a peptide amino acid sequence and an MHC pseudo amino acid sequence, predict their binding affinity value. This is MHC class I binding data. (1) The peptide sequence is YECTSRHFT. The MHC is HLA-A26:03 with pseudo-sequence HLA-A26:03. The binding affinity (normalized) is 0.0847. (2) The peptide sequence is QMNSLRAEDT. The MHC is HLA-A02:02 with pseudo-sequence HLA-A02:02. The binding affinity (normalized) is 0.0592.